From a dataset of Catalyst prediction with 721,799 reactions and 888 catalyst types from USPTO. Predict which catalyst facilitates the given reaction. (1) Reactant: CS[C:3]1[N:8]=[C:7]([C:9]2[CH:14]=[CH:13][C:12]([Cl:15])=[CH:11][C:10]=2[Cl:16])[C:6]([C:17]2[CH:22]=[CH:21][C:20]([Cl:23])=[CH:19][CH:18]=2)=[CH:5][N:4]=1.[Cl:24][C:25]1[CH:32]=[CH:31][C:28]([CH2:29][OH:30])=[CH:27][CH:26]=1. Product: [Cl:24][C:25]1[CH:32]=[CH:31][C:28]([CH2:29][O:30][C:3]2[N:8]=[C:7]([C:9]3[CH:14]=[CH:13][C:12]([Cl:15])=[CH:11][C:10]=3[Cl:16])[C:6]([C:17]3[CH:22]=[CH:21][C:20]([Cl:23])=[CH:19][CH:18]=3)=[CH:5][N:4]=2)=[CH:27][CH:26]=1. The catalyst class is: 195. (2) Reactant: NC1C=C2C(=CC=1)N=CC=C2.[CH:12]1[CH:17]=[C:16]2[C:18]([N:20](CC=O)[C:21](=[O:22])[C:15]2=[CH:14][CH:13]=1)=[O:19].C(O[BH-](OC(=O)C)OC(=O)C)(=O)C.[Na+].C(=O)([O-])O.[Na+]. Product: [C:21]1(=[O:22])[NH:20][C:18](=[O:19])[C:16]2=[CH:17][CH:12]=[CH:13][CH:14]=[C:15]12. The catalyst class is: 22. (3) Reactant: C(OC(O[CH2:8][CH3:9])CBr)C.Br.C([O-])(O)=O.[Na+].[NH2:16][C:17]1[C:22]([Cl:23])=[N:21][CH:20]=[CH:19][N:18]=1. Product: [Cl:23][C:22]1[C:17]2[N:18]([CH:8]=[CH:9][N:16]=2)[CH:19]=[CH:20][N:21]=1. The catalyst class is: 41. (4) Reactant: [C:1]1([C:26]2[CH:31]=[CH:30][CH:29]=[CH:28][CH:27]=2)[CH:6]=[CH:5][C:4]([CH2:7][CH:8]([OH:25])[CH2:9][C:10]2[O:14][C:13]([C:15]3[N:20]=[C:19]([C:21]([O:23][CH3:24])=[O:22])[CH:18]=[CH:17][CH:16]=3)=[N:12][N:11]=2)=[CH:3][CH:2]=1. Product: [C:1]1([C:26]2[CH:31]=[CH:30][CH:29]=[CH:28][CH:27]=2)[CH:2]=[CH:3][C:4]([CH2:7][C:8](=[O:25])[CH2:9][C:10]2[O:14][C:13]([C:15]3[N:20]=[C:19]([C:21]([O:23][CH3:24])=[O:22])[CH:18]=[CH:17][CH:16]=3)=[N:12][N:11]=2)=[CH:5][CH:6]=1. The catalyst class is: 100. (5) Reactant: [O:1]=[C:2]1[N:6]([C:7]2[CH:12]=[CH:11][CH:10]=[C:9]([C:13]([F:16])([F:15])[F:14])[CH:8]=2)[CH2:5][CH:4]([C:17]([OH:19])=O)[CH2:3]1.C(N1C=CN=C1)(N1C=CN=C1)=O.Cl.[CH3:33][NH:34][O:35][CH3:36].C(N(CC)CC)C. Product: [CH3:36][O:35][N:34]([CH3:33])[C:17]([CH:4]1[CH2:3][C:2](=[O:1])[N:6]([C:7]2[CH:12]=[CH:11][CH:10]=[C:9]([C:13]([F:14])([F:15])[F:16])[CH:8]=2)[CH2:5]1)=[O:19]. The catalyst class is: 34.